The task is: Predict the product of the given reaction.. This data is from Forward reaction prediction with 1.9M reactions from USPTO patents (1976-2016). (1) Given the reactants [CH3:1][NH2:2].[Cl:3][C:4]1[C:12]([CH3:13])=[C:11](F)[C:10]([N+:15]([O-:17])=[O:16])=[CH:9][C:5]=1[C:6]([OH:8])=[O:7].Cl, predict the reaction product. The product is: [Cl:3][C:4]1[C:12]([CH3:13])=[C:11]([NH:2][CH3:1])[C:10]([N+:15]([O-:17])=[O:16])=[CH:9][C:5]=1[C:6]([OH:8])=[O:7]. (2) Given the reactants C(OC([NH:8][C:9]1[CH2:15][C:14]([C:16](=[O:24])[N:17]([CH2:21][CH2:22][CH3:23])[CH2:18][CH2:19][CH3:20])=[CH:13][C:12]2[CH:25]=[CH:26][C:27]([C:29](O)=[O:30])=[CH:28][C:11]=2[N:10]=1)=O)(C)(C)C.CCN=C=NCCCN(C)C.C1C=CC2N(O)N=NC=2C=1.CCN(C(C)C)C(C)C.[N:62]1[CH:67]=[CH:66][CH:65]=[C:64]([NH2:68])[CH:63]=1.C(O)(C(F)(F)F)=O, predict the reaction product. The product is: [NH2:8][C:9]1[CH2:15][C:14]([C:16]([N:17]([CH2:21][CH2:22][CH3:23])[CH2:18][CH2:19][CH3:20])=[O:24])=[CH:13][C:12]2[CH:25]=[CH:26][C:27]([C:29]([NH:68][C:64]3[CH:63]=[N:62][CH:67]=[CH:66][CH:65]=3)=[O:30])=[CH:28][C:11]=2[N:10]=1. (3) The product is: [C:42]1([O:1][C:2]2[CH:3]=[C:4]([C:8](=[O:41])[CH2:9][N:10]3[C:19](=[O:20])[C:18]4[N:17]([CH2:21][CH:22]=[C:23]([CH3:25])[CH3:24])[C:16]([N:26]5[CH2:31][CH2:30][CH2:29][CH:28]([NH:32][C:33]([O:35][C:36]([CH3:39])([CH3:38])[CH3:37])=[O:34])[CH2:27]5)=[N:15][C:14]=4[N:13]([CH3:40])[C:11]3=[O:12])[CH:5]=[CH:6][CH:7]=2)[CH:47]=[CH:46][CH:45]=[CH:44][CH:43]=1. Given the reactants [OH:1][C:2]1[CH:3]=[C:4]([C:8](=[O:41])[CH2:9][N:10]2[C:19](=[O:20])[C:18]3[N:17]([CH2:21][CH:22]=[C:23]([CH3:25])[CH3:24])[C:16]([N:26]4[CH2:31][CH2:30][CH2:29][CH:28]([NH:32][C:33]([O:35][C:36]([CH3:39])([CH3:38])[CH3:37])=[O:34])[CH2:27]4)=[N:15][C:14]=3[N:13]([CH3:40])[C:11]2=[O:12])[CH:5]=[CH:6][CH:7]=1.[C:42]1(OB(O)O)[CH:47]=[CH:46][CH:45]=[CH:44][CH:43]=1.N1C=CC=CC=1, predict the reaction product. (4) The product is: [Cl:1][C:2]1[CH:7]=[CH:6][C:5](/[CH:8]=[CH:9]/[C:10]([N:12]2[CH2:13][CH2:14][CH:15]([C:18]([OH:20])=[O:19])[CH2:16][CH2:17]2)=[O:11])=[C:4]([CH2:22][N:23]2[N:27]=[N:26][C:25]([CH3:28])=[N:24]2)[CH:3]=1. Given the reactants [Cl:1][C:2]1[CH:7]=[CH:6][C:5](/[CH:8]=[CH:9]/[C:10]([N:12]2[CH2:17][CH2:16][CH:15]([C:18]([O:20]C)=[O:19])[CH2:14][CH2:13]2)=[O:11])=[C:4]([CH2:22][N:23]2[N:27]=[N:26][C:25]([CH3:28])=[N:24]2)[CH:3]=1.[OH-].[Na+].Cl, predict the reaction product. (5) Given the reactants [OH:1][C@@H:2]([C@H:4]1[C:33](=[O:34])[N:6]2[C:7]([C:20]([O:22][CH2:23][C:24]3[CH:29]=[CH:28][C:27]([N+:30]([O-:32])=[O:31])=[CH:26][CH:25]=3)=[O:21])=[C:8]([C:10]3[S:14][C:13]4=[C:15]([S:18][CH3:19])[N:16]=[CH:17][N:12]4[CH:11]=3)[CH2:9][C@H:5]12)[CH3:3].[F:35][C:36]([F:43])([F:42])[S:37]([O:40]C)(=[O:39])=[O:38].[CH3:44]CCCCC, predict the reaction product. The product is: [F:35][C:36]([F:43])([F:42])[S:37]([O-:40])(=[O:39])=[O:38].[OH:1][C@@H:2]([C@H:4]1[C:33](=[O:34])[N:6]2[C:7]([C:20]([O:22][CH2:23][C:24]3[CH:25]=[CH:26][C:27]([N+:30]([O-:32])=[O:31])=[CH:28][CH:29]=3)=[O:21])=[C:8]([C:10]3[S:14][C:13]4=[C:15]([S:18][CH3:19])[N:16]([CH3:44])[CH:17]=[N+:12]4[CH:11]=3)[CH2:9][C@H:5]12)[CH3:3]. (6) Given the reactants C([O:4][CH2:5][C@H:6]1[CH2:11][C@@H:10]([O:12]C(=O)C)[CH2:9][CH2:8][C@@:7]1([C@H:17]1[CH2:25][CH2:24][C:23]2[C:22]([CH3:27])([CH3:26])[C@H:21]([OH:28])[CH2:20][C:19]=2[C@@H:18]1[CH2:29][OH:30])[CH3:16])(=O)C.C[O-].[Na+], predict the reaction product. The product is: [OH:12][C@H:10]1[CH2:9][CH2:8][C@@:7]([C@H:17]2[CH2:25][CH2:24][C:23]3[C:22]([CH3:26])([CH3:27])[C@H:21]([OH:28])[CH2:20][C:19]=3[C@@H:18]2[CH2:29][OH:30])([CH3:16])[C@@H:6]([CH2:5][OH:4])[CH2:11]1. (7) Given the reactants [C:1]([O:5][C:6]([N:8]1[CH2:13][C@H:12]([N:14]([CH:31]([CH3:33])[CH3:32])[C:15](=[O:30])[C:16]2[CH:21]=[CH:20][C:19]([O:22][CH3:23])=[C:18]([O:24][CH2:25][CH2:26][CH2:27][O:28][CH3:29])[CH:17]=2)[CH2:11][CH2:10][C@H:9]1[CH2:34][CH2:35][NH:36][CH:37]1[CH2:39][CH2:38]1)=[O:7])([CH3:4])([CH3:3])[CH3:2].[C:40]1([N:46]=[C:47]=[O:48])[CH:45]=[CH:44][CH:43]=[CH:42][CH:41]=1.N.O, predict the reaction product. The product is: [NH:46]([C:47]([N:36]([CH:37]1[CH2:38][CH2:39]1)[CH2:35][CH2:34][C@H:9]1[CH2:10][CH2:11][C@@H:12]([N:14]([CH:31]([CH3:33])[CH3:32])[C:15](=[O:30])[C:16]2[CH:21]=[CH:20][C:19]([O:22][CH3:23])=[C:18]([O:24][CH2:25][CH2:26][CH2:27][O:28][CH3:29])[CH:17]=2)[CH2:13][N:8]1[C:6]([O:5][C:1]([CH3:3])([CH3:4])[CH3:2])=[O:7])=[O:48])[C:40]1[CH:45]=[CH:44][CH:43]=[CH:42][CH:41]=1. (8) Given the reactants [OH:1][CH2:2][C:3]1[S:7][C:6]([NH2:8])=[N:5][CH:4]=1.[CH3:9][C:10]([Si:13](Cl)([CH3:15])[CH3:14])([CH3:12])[CH3:11].N1C=CN=C1, predict the reaction product. The product is: [Si:13]([O:1][CH2:2][C:3]1[S:7][C:6]([NH2:8])=[N:5][CH:4]=1)([C:10]([CH3:12])([CH3:11])[CH3:9])([CH3:15])[CH3:14].